From a dataset of Reaction yield outcomes from USPTO patents with 853,638 reactions. Predict the reaction yield, written as a fraction of the theoretical maximum amount of product (1.0 means a 100% yield; for example, 0.34 means a 34% yield). (1) The reactants are C([O:9][C@@H:10]1[C@H:14]([O:15]C(=O)C2C=CC=CC=2)[C@@H:13]([CH2:24][O:25]C(=O)C2C=CC=CC=2)[O:12][CH:11]1[C:34]([OH:36])=O)(=O)C1C=CC=CC=1.C1(P(C2C=CC=CC=2)C2C=CC=CC=2)C=CC=CC=1.C1C=C(SSC2N=CC=CC=2)N=CC=1.[F:70][C:71]1[CH:72]=[C:73]([CH:76]=[CH:77][CH:78]=1)[NH:74][CH3:75]. The catalyst is C1COCC1. The product is [F:70][C:71]1[CH:72]=[C:73]([N:74]([CH3:75])[C:34]([CH:11]2[C@H:10]([OH:9])[C@H:14]([OH:15])[C@@H:13]([CH2:24][OH:25])[O:12]2)=[O:36])[CH:76]=[CH:77][CH:78]=1. The yield is 0.420. (2) The reactants are [CH2:1]1[CH2:11]CN2C(=NCCC2)C[CH2:2]1.[OH:12][CH:13]([C:19]1[CH:24]=[CH:23][C:22]([N:25]2[C:29](=[O:30])[CH2:28][CH2:27][C@@H:26]2[CH2:31][CH2:32][CH2:33][C:34]2[S:38][C:37]([C:39]([OH:41])=[O:40])=[CH:36][CH:35]=2)=[CH:21][CH:20]=1)[CH2:14][CH2:15][CH2:16][CH2:17][CH3:18].IC(C)C. The catalyst is CC(C)=O. The product is [CH:1]([O:40][C:39]([C:37]1[S:38][C:34]([CH2:33][CH2:32][CH2:31][C@H:26]2[CH2:27][CH2:28][C:29](=[O:30])[N:25]2[C:22]2[CH:21]=[CH:20][C:19]([CH:13]([OH:12])[CH2:14][CH2:15][CH2:16][CH2:17][CH3:18])=[CH:24][CH:23]=2)=[CH:35][CH:36]=1)=[O:41])([CH3:11])[CH3:2]. The yield is 0.530. (3) The reactants are C(OC(=O)[NH:7][CH2:8][C:9]1[NH:13][C:12]2[CH:14]=[C:15]([C:18]3[C:26]4[C:21](=[CH:22][C:23]([F:27])=[CH:24][CH:25]=4)[NH:20][CH:19]=3)[CH:16]=[CH:17][C:11]=2[N:10]=1)(C)(C)C.Cl. The catalyst is C1COCC1. The product is [F:27][C:23]1[CH:22]=[C:21]2[C:26]([C:18]([C:15]3[CH:16]=[CH:17][C:11]4[N:10]=[C:9]([CH2:8][NH2:7])[NH:13][C:12]=4[CH:14]=3)=[CH:19][NH:20]2)=[CH:25][CH:24]=1. The yield is 0.220. (4) The reactants are [C:1]1([C:7]2[N:11]([CH2:12][C:13]3[CH:18]=[CH:17][C:16]([C:19]([F:22])([F:21])[F:20])=[CH:15][CH:14]=3)[C:10]([C:23]3[CH:24]=[C:25]4[C:30](=[CH:31][CH:32]=3)[CH:29]=[C:28]([OH:33])[CH:27]=[CH:26]4)=[CH:9][CH:8]=2)[CH:6]=[CH:5][CH:4]=[CH:3][CH:2]=1.Br[CH2:35][C:36]#[N:37].C(=O)([O-])[O-].[Cs+].[Cs+]. No catalyst specified. The product is [C:1]1([C:7]2[N:11]([CH2:12][C:13]3[CH:14]=[CH:15][C:16]([C:19]([F:22])([F:21])[F:20])=[CH:17][CH:18]=3)[C:10]([C:23]3[CH:24]=[C:25]4[C:30](=[CH:31][CH:32]=3)[CH:29]=[C:28]([O:33][CH2:35][C:36]#[N:37])[CH:27]=[CH:26]4)=[CH:9][CH:8]=2)[CH:2]=[CH:3][CH:4]=[CH:5][CH:6]=1. The yield is 0.920. (5) The yield is 0.360. The reactants are [CH:1]1([CH:7]([C:9]2[C:10]([O:25][CH:26]([CH3:28])[CH3:27])=[N:11][N:12]([C:14]3[CH:19]=[CH:18][C:17]([O:20][C:21]([F:24])([F:23])[F:22])=[CH:16][CH:15]=3)[CH:13]=2)O)[CH2:6][CH2:5][CH2:4][CH2:3][CH2:2]1.[NH2:29][C:30]1[CH:35]=[CH:34][C:33]([C:36]([N:38]([CH3:46])[CH2:39][CH2:40][C:41]([O:43]CC)=[O:42])=[O:37])=[CH:32][CH:31]=1. The product is [CH:1]1([CH:7]([NH:29][C:30]2[CH:31]=[CH:32][C:33]([C:36]([N:38]([CH3:46])[CH2:39][CH2:40][C:41]([OH:43])=[O:42])=[O:37])=[CH:34][CH:35]=2)[C:9]2[C:10]([O:25][CH:26]([CH3:27])[CH3:28])=[N:11][N:12]([C:14]3[CH:15]=[CH:16][C:17]([O:20][C:21]([F:24])([F:23])[F:22])=[CH:18][CH:19]=3)[CH:13]=2)[CH2:2][CH2:3][CH2:4][CH2:5][CH2:6]1. No catalyst specified. (6) The product is [CH2:21]([C:20]([C:17]1[CH:18]=[CH:19][C:14]([C:11]2[CH:12]=[CH:13][C:8]([CH2:7][C:6]([OH:42])=[O:5])=[C:9]([F:41])[CH:10]=2)=[C:15]([CH3:40])[CH:16]=1)([C:23]1[CH:28]=[CH:27][C:26]([CH2:29][CH2:30][CH:31]([OH:36])[C:32]([CH3:34])([CH3:35])[CH3:33])=[C:25]([CH3:37])[CH:24]=1)[CH2:38][CH3:39])[CH3:22]. The catalyst is CO. The yield is 1.00. The reactants are [OH-].[Na+].O.C[O:5][C:6](=[O:42])[CH2:7][C:8]1[CH:13]=[CH:12][C:11]([C:14]2[CH:19]=[CH:18][C:17]([C:20]([CH2:38][CH3:39])([C:23]3[CH:28]=[CH:27][C:26]([CH2:29][CH2:30][CH:31]([OH:36])[C:32]([CH3:35])([CH3:34])[CH3:33])=[C:25]([CH3:37])[CH:24]=3)[CH2:21][CH3:22])=[CH:16][C:15]=2[CH3:40])=[CH:10][C:9]=1[F:41].Cl. (7) The catalyst is CS(C)=O. The reactants are [Br:1][C:2]1[CH:3]=[CH:4][C:5]([NH2:9])=[C:6]([SH:8])[CH:7]=1.[CH3:10][N:11]([CH3:20])[C:12]1[CH:19]=[CH:18][C:15]([CH:16]=O)=[CH:14][CH:13]=1.O. The yield is 0.680. The product is [CH3:10][N:11]([CH3:20])[C:12]1[CH:19]=[CH:18][C:15]([C:16]2[S:8][C:6]3[CH:7]=[C:2]([Br:1])[CH:3]=[CH:4][C:5]=3[N:9]=2)=[CH:14][CH:13]=1.